From a dataset of Catalyst prediction with 721,799 reactions and 888 catalyst types from USPTO. Predict which catalyst facilitates the given reaction. (1) Reactant: [I-].[CH3:2][S+](C)(C)=O.[H-].[Na+].[CH3:9][O:10][CH:11]1[C:16](=[O:17])[CH2:15][CH2:14][N:13]([C:18]([O:20][C:21]([CH3:24])([CH3:23])[CH3:22])=[O:19])[CH2:12]1. Product: [CH3:9][O:10][CH:11]1[CH2:12][N:13]([C:18]([O:20][C:21]([CH3:24])([CH3:23])[CH3:22])=[O:19])[CH2:14][CH2:15][C:16]21[O:17][CH2:2]2. The catalyst class is: 16. (2) Reactant: C([N:8]1[CH2:13][CH2:12][C:11]([CH2:15][O:16][C:17]2[CH:22]=[CH:21][C:20]([C:23]([O:25][CH3:26])=[O:24])=[CH:19][CH:18]=2)([OH:14])[CH2:10][CH2:9]1)C1C=CC=CC=1. Product: [CH3:26][O:25][C:23]([C:20]1[CH:19]=[CH:18][C:17]([O:16][CH2:15][C:11]2([OH:14])[CH2:10][CH2:9][NH:8][CH2:13][CH2:12]2)=[CH:22][CH:21]=1)=[O:24]. The catalyst class is: 43.